From a dataset of Forward reaction prediction with 1.9M reactions from USPTO patents (1976-2016). Predict the product of the given reaction. (1) Given the reactants [Cl:1][C:2]1[CH:20]=[CH:19][C:5]([CH2:6][N:7]2[C:15]3[C:10](=[CH:11][CH:12]=[CH:13][CH:14]=3)[CH:9]=[C:8]2[C:16](O)=[O:17])=[CH:4][CH:3]=1.CCN(C(C)C)C(C)C.C(Cl)CCl.C1C=CC2N(O)N=NC=2C=1.[C:44]1(=[O:53])[CH:52]2[CH:47]([CH2:48][NH:49][CH2:50][CH2:51]2)[CH2:46][NH:45]1, predict the reaction product. The product is: [Cl:1][C:2]1[CH:20]=[CH:19][C:5]([CH2:6][N:7]2[C:15]3[C:10](=[CH:11][CH:12]=[CH:13][CH:14]=3)[CH:9]=[C:8]2[C:16]([N:49]2[CH2:50][CH2:51][CH:52]3[C:44](=[O:53])[NH:45][CH2:46][CH:47]3[CH2:48]2)=[O:17])=[CH:4][CH:3]=1. (2) Given the reactants [CH3:1][NH2:2].[Br:3][C:4]1[CH:5]=[CH:6][C:7]([O:12][C:13]2[CH:18]=[CH:17][C:16]([Cl:19])=[C:15]([Cl:20])[CH:14]=2)=[C:8]([CH:11]=1)[CH:9]=O, predict the reaction product. The product is: [Br:3][C:4]1[CH:5]=[CH:6][C:7]([O:12][C:13]2[CH:18]=[CH:17][C:16]([Cl:19])=[C:15]([Cl:20])[CH:14]=2)=[C:8]([CH:11]=1)[CH2:9][NH:2][CH3:1]. (3) Given the reactants [Cl:1][C:2]1[CH:7]=[CH:6][C:5]([O:8][C:9]2[CH:14]=[CH:13][C:12]([CH2:15][O:16][C:17]3[CH:22]=[CH:21][NH:20][C:19](=[O:23])[CH:18]=3)=[CH:11][CH:10]=2)=[CH:4][C:3]=1[C:24]([F:27])([F:26])[F:25].Cl[CH2:29][C:30]1[CH:31]=[N:32][CH:33]=[N:34][CH:35]=1, predict the reaction product. The product is: [Cl:1][C:2]1[CH:7]=[CH:6][C:5]([O:8][C:9]2[CH:14]=[CH:13][C:12]([CH2:15][O:16][C:17]3[CH:22]=[CH:21][N:20]([CH2:29][C:30]4[CH:31]=[N:32][CH:33]=[N:34][CH:35]=4)[C:19](=[O:23])[CH:18]=3)=[CH:11][CH:10]=2)=[CH:4][C:3]=1[C:24]([F:27])([F:25])[F:26]. (4) Given the reactants S(Cl)(Cl)=O.[CH:5]1([CH2:8][C:9]([OH:11])=O)[CH2:7][CH2:6]1.[F:12][C:13]1[CH:18]=[CH:17][CH:16]=[C:15]([O:19][CH3:20])[C:14]=1[CH:21]1[CH2:26][CH2:25][N:24]([C:27]2[CH:32]=[C:31]([NH:33][NH2:34])[N:30]=[CH:29][N:28]=2)[CH2:23][CH2:22]1.C(=O)(O)[O-].[Na+], predict the reaction product. The product is: [CH:5]1([CH2:8][C:9]([NH:34][NH:33][C:31]2[CH:32]=[C:27]([N:24]3[CH2:25][CH2:26][CH:21]([C:14]4[C:15]([O:19][CH3:20])=[CH:16][CH:17]=[CH:18][C:13]=4[F:12])[CH2:22][CH2:23]3)[N:28]=[CH:29][N:30]=2)=[O:11])[CH2:6][CH2:7]1. (5) The product is: [NH2:8][C@@H:9]([CH3:12])[CH2:10][O:11][C:14]1[CH:29]=[CH:28][C:17]([C:18]([O:20][CH2:21][C:22]2[CH:27]=[CH:26][CH:25]=[CH:24][CH:23]=2)=[O:19])=[CH:16][CH:15]=1. Given the reactants C(OC([NH:8][C@@H:9]([CH3:12])[CH2:10][OH:11])=O)(C)(C)C.O[C:14]1[CH:29]=[CH:28][C:17]([C:18]([O:20][CH2:21][C:22]2[CH:27]=[CH:26][CH:25]=[CH:24][CH:23]=2)=[O:19])=[CH:16][CH:15]=1.C1C=CC(P(C2C=CC=CC=2)C2C=CC=CC=2)=CC=1.N(C(OC(C)C)=O)=NC(OC(C)C)=O, predict the reaction product.